Dataset: NCI-60 drug combinations with 297,098 pairs across 59 cell lines. Task: Regression. Given two drug SMILES strings and cell line genomic features, predict the synergy score measuring deviation from expected non-interaction effect. (1) Drug 1: CC=C1C(=O)NC(C(=O)OC2CC(=O)NC(C(=O)NC(CSSCCC=C2)C(=O)N1)C(C)C)C(C)C. Drug 2: C1CCC(C(C1)N)N.C(=O)(C(=O)[O-])[O-].[Pt+4]. Cell line: OVCAR-5. Synergy scores: CSS=32.1, Synergy_ZIP=-6.59, Synergy_Bliss=-0.245, Synergy_Loewe=-25.7, Synergy_HSA=0.837. (2) Drug 1: COC1=C(C=C2C(=C1)N=CN=C2NC3=CC(=C(C=C3)F)Cl)OCCCN4CCOCC4. Drug 2: C1=CC(=CC=C1CCCC(=O)O)N(CCCl)CCCl. Cell line: HS 578T. Synergy scores: CSS=24.1, Synergy_ZIP=-1.47, Synergy_Bliss=2.97, Synergy_Loewe=5.08, Synergy_HSA=6.94. (3) Drug 2: CCC1=CC2CC(C3=C(CN(C2)C1)C4=CC=CC=C4N3)(C5=C(C=C6C(=C5)C78CCN9C7C(C=CC9)(C(C(C8N6C)(C(=O)OC)O)OC(=O)C)CC)OC)C(=O)OC.C(C(C(=O)O)O)(C(=O)O)O. Synergy scores: CSS=20.7, Synergy_ZIP=-8.77, Synergy_Bliss=-4.08, Synergy_Loewe=-3.70, Synergy_HSA=-1.21. Drug 1: CN1CCC(CC1)COC2=C(C=C3C(=C2)N=CN=C3NC4=C(C=C(C=C4)Br)F)OC. Cell line: OVCAR-4. (4) Drug 1: C1=NC2=C(N=C(N=C2N1C3C(C(C(O3)CO)O)O)F)N. Drug 2: CCC(=C(C1=CC=CC=C1)C2=CC=C(C=C2)OCCN(C)C)C3=CC=CC=C3.C(C(=O)O)C(CC(=O)O)(C(=O)O)O. Cell line: SR. Synergy scores: CSS=7.01, Synergy_ZIP=3.86, Synergy_Bliss=12.1, Synergy_Loewe=2.74, Synergy_HSA=4.86. (5) Drug 1: C1=CC(=CC=C1CC(C(=O)O)N)N(CCCl)CCCl.Cl. Drug 2: CC12CCC3C(C1CCC2OP(=O)(O)O)CCC4=C3C=CC(=C4)OC(=O)N(CCCl)CCCl.[Na+]. Cell line: OVCAR3. Synergy scores: CSS=12.9, Synergy_ZIP=-4.97, Synergy_Bliss=-5.90, Synergy_Loewe=-7.41, Synergy_HSA=-7.10. (6) Drug 1: C1=NC2=C(N=C(N=C2N1C3C(C(C(O3)CO)O)F)Cl)N. Drug 2: C1CN(CCN1C(=O)CCBr)C(=O)CCBr. Cell line: SNB-75. Synergy scores: CSS=6.43, Synergy_ZIP=-4.88, Synergy_Bliss=-2.26, Synergy_Loewe=-0.183, Synergy_HSA=-0.198. (7) Drug 1: CCCS(=O)(=O)NC1=C(C(=C(C=C1)F)C(=O)C2=CNC3=C2C=C(C=N3)C4=CC=C(C=C4)Cl)F. Drug 2: C1=NC2=C(N=C(N=C2N1C3C(C(C(O3)CO)O)F)Cl)N. Cell line: TK-10. Synergy scores: CSS=13.1, Synergy_ZIP=-10.3, Synergy_Bliss=-6.57, Synergy_Loewe=-17.9, Synergy_HSA=-5.50.